This data is from Catalyst prediction with 721,799 reactions and 888 catalyst types from USPTO. The task is: Predict which catalyst facilitates the given reaction. (1) Reactant: [CH3:1][N:2]([CH3:36])[C@H:3]1[C@H:20]2[C@:7]([OH:30])([C:8]([OH:29])=[C:9]3[C@H:18]([CH2:19]2)[CH2:17][C:16]2[C:11](=[C:12]([OH:27])[C:13]([N+:24]([O-])=[O:25])=[CH:14][C:15]=2[N:21]([CH3:23])[CH3:22])[C:10]3=[O:28])[C:6](=[O:31])[C:5]([C:32]([NH2:34])=[O:33])=[C:4]1[OH:35].N#N.[ClH:39]. Product: [OH2:25].[OH2:25].[ClH:39].[NH2:24][C:13]1[C:12]([OH:27])=[C:11]2[C:16]([CH2:17][C@@H:18]3[C:9]([C:10]2=[O:28])=[C:8]([OH:29])[C@@:7]2([OH:30])[C@H:20]([C@H:3]([N:2]([CH3:1])[CH3:36])[C:4]([OH:35])=[C:5]([C:32]([NH2:34])=[O:33])[C:6]2=[O:31])[CH2:19]3)=[C:15]([N:21]([CH3:23])[CH3:22])[CH:14]=1. The catalyst class is: 5. (2) Reactant: C([N-]C(C)C)(C)C.[Li+].C(O[CH2:14][C:15]([C:17]1[C:26]2[C:21](=[CH:22][CH:23]=[CH:24][CH:25]=2)[CH:20]=[CH:19][CH:18]=1)=O)CCC.P(Cl)(OCC)([O:29][CH2:30][CH3:31])=O. Product: [C:15]([C:17]1[C:26]2[C:21](=[CH:22][CH:23]=[CH:24][CH:25]=2)[CH:20]=[CH:19][C:18]=1[O:29][CH2:30][CH3:31])#[CH:14]. The catalyst class is: 7. (3) Reactant: [CH3:1][C:2]1[C:11]2[C:6](=[CH:7][C:8]([O:12][S:13]([C:16]([F:19])([F:18])[F:17])(=[O:15])=[O:14])=[CH:9][CH:10]=2)[O:5][C:4](=[O:20])[CH:3]=1.[Li+].C[Si]([N-][Si](C)(C)C)(C)C.[Cl:31][C:32]1[CH:39]=[C:38]([Cl:40])[CH:37]=[CH:36][C:33]=1[CH:34]=[O:35]. Product: [Cl:31][C:32]1[CH:39]=[C:38]([Cl:40])[CH:37]=[CH:36][C:33]=1[CH:34]([OH:35])[CH2:1][C:2]1[C:11]2[C:6](=[CH:7][C:8]([O:12][S:13]([C:16]([F:18])([F:19])[F:17])(=[O:15])=[O:14])=[CH:9][CH:10]=2)[O:5][C:4](=[O:20])[CH:3]=1. The catalyst class is: 1. (4) Reactant: [F:1][CH:2]([F:20])[O:3][C:4]1[CH:9]=[CH:8][C:7]([C:10]#[C:11][C:12]2[CH:13]=[C:14]([CH:17]=[CH:18][CH:19]=2)[CH:15]=O)=[CH:6][CH:5]=1.[CH3:21][C:22]1[CH:27]=[CH:26][C:25]([S:28]([NH:31][NH2:32])(=[O:30])=[O:29])=[CH:24][CH:23]=1.CCO. Product: [F:1][CH:2]([F:20])[O:3][C:4]1[CH:9]=[CH:8][C:7]([C:10]#[C:11][C:12]2[CH:13]=[C:14](/[CH:15]=[N:32]/[NH:31][S:28]([C:25]3[CH:26]=[CH:27][C:22]([CH3:21])=[CH:23][CH:24]=3)(=[O:29])=[O:30])[CH:17]=[CH:18][CH:19]=2)=[CH:6][CH:5]=1. The catalyst class is: 6.